Dataset: Reaction yield outcomes from USPTO patents with 853,638 reactions. Task: Predict the reaction yield, written as a fraction of the theoretical maximum amount of product (1.0 means a 100% yield; for example, 0.34 means a 34% yield). (1) The reactants are [NH2:1][C:2]1[C:11]2[C:6](=[CH:7][CH:8]=[C:9]([O:12][CH3:13])[CH:10]=2)[N:5]=[CH:4][C:3]=1[C:14]([O:16]CC)=[O:15].[OH-].[Na+]. The catalyst is CCO. The product is [NH2:1][C:2]1[C:11]2[C:6](=[CH:7][CH:8]=[C:9]([O:12][CH3:13])[CH:10]=2)[N:5]=[CH:4][C:3]=1[C:14]([OH:16])=[O:15]. The yield is 0.930. (2) The reactants are [CH2:1]([O:3][C:4]1[CH:5]=[C:6]([O:24][C:25]2[CH:26]=[N:27][C:28]([S:31]([CH3:34])(=[O:33])=[O:32])=[CH:29][CH:30]=2)[CH:7]=[C:8]2[C:12]=1[NH:11][C:10]([C:13]1[S:14][CH:15]([CH2:18][C:19](OCC)=[O:20])[CH2:16][N:17]=1)=[CH:9]2)[CH3:2].CO.[BH4-].[Li+]. The catalyst is O1CCCC1. The product is [CH2:1]([O:3][C:4]1[CH:5]=[C:6]([O:24][C:25]2[CH:26]=[N:27][C:28]([S:31]([CH3:34])(=[O:32])=[O:33])=[CH:29][CH:30]=2)[CH:7]=[C:8]2[C:12]=1[NH:11][C:10]([C:13]1[S:14][CH:15]([CH2:18][CH2:19][OH:20])[CH2:16][N:17]=1)=[CH:9]2)[CH3:2]. The yield is 0.540. (3) The reactants are [N+:1]([C:4]1[CH:12]=[CH:11][C:7]([C:8]([OH:10])=O)=[CH:6][CH:5]=1)([O-:3])=[O:2].[N:13]1([C:19]([O:21][C:22]([CH3:25])([CH3:24])[CH3:23])=[O:20])[CH2:18][CH2:17][NH:16][CH2:15][CH2:14]1.Cl.CN(C)CCCN=C=NCC.CN1CCOCC1. The catalyst is ClCCl. The product is [N+:1]([C:4]1[CH:5]=[CH:6][C:7]([C:8]([N:16]2[CH2:15][CH2:14][N:13]([C:19]([O:21][C:22]([CH3:25])([CH3:24])[CH3:23])=[O:20])[CH2:18][CH2:17]2)=[O:10])=[CH:11][CH:12]=1)([O-:3])=[O:2]. The yield is 0.940. (4) The reactants are [OH:1][C:2]1[CH:3]=[C:4]([C:12]([O:14][CH3:15])=[O:13])[CH:5]=[C:6]([CH:11]=1)[C:7]([O:9][CH3:10])=[O:8].Br[CH2:17][C@@H:18]([CH3:21])[CH2:19][CH3:20].C([O-])([O-])=O.[K+].[K+].CCCCCC. The catalyst is CCCC[N+](CCCC)(CCCC)CCCC.[I-].CC#N.CCOC(C)=O. The product is [CH3:17][C@@H:18]([CH2:19][CH3:20])[CH2:21][O:1][C:2]1[CH:11]=[C:6]([C:7]([O:9][CH3:10])=[O:8])[CH:5]=[C:4]([CH:3]=1)[C:12]([O:14][CH3:15])=[O:13]. The yield is 0.560. (5) The reactants are P(Br)(Br)[Br:2].[I:5][C:6]1[C:7]([CH2:15]O)=[CH:8][C:9]2[O:13][CH2:12][O:11][C:10]=2[CH:14]=1.C([O-])(O)=O.[Na+]. The catalyst is CCOCC. The product is [Br:2][CH2:15][C:7]1[C:6]([I:5])=[CH:14][C:10]2[O:11][CH2:12][O:13][C:9]=2[CH:8]=1. The yield is 0.600.